Dataset: Forward reaction prediction with 1.9M reactions from USPTO patents (1976-2016). Task: Predict the product of the given reaction. (1) The product is: [CH:1]1([CH2:4][N:5]2[C:13]3[N:12]=[C:11]([CH2:14][C:15]4[CH:16]=[CH:17][C:18]([N:21]([CH3:50])[C:22]([C:24]5[S:28][C:27]([NH2:29])=[N:26][C:25]=5[CH3:49])=[O:23])=[CH:19][CH:20]=4)[NH:10][C:9]=3[C:8](=[O:51])[N:7]([CH2:52][C:53]3[CH:58]=[CH:57][CH:56]=[CH:55][C:54]=3[F:59])[C:6]2=[O:60])[CH2:3][CH2:2]1. Given the reactants [CH:1]1([CH2:4][N:5]2[C:13]3[N:12]=[C:11]([CH2:14][C:15]4[CH:20]=[CH:19][C:18]([N:21]([CH3:50])[C:22]([C:24]5[S:28][C:27]([NH:29]C(C6C=CC=CC=6)(C6C=CC=CC=6)C6C=CC=CC=6)=[N:26][C:25]=5[CH3:49])=[O:23])=[CH:17][CH:16]=4)[NH:10][C:9]=3[C:8](=[O:51])[N:7]([CH2:52][C:53]3[CH:58]=[CH:57][CH:56]=[CH:55][C:54]=3[F:59])[C:6]2=[O:60])[CH2:3][CH2:2]1.FC(F)(F)C(O)=O.C([SiH](CC)CC)C, predict the reaction product. (2) The product is: [C:8]([C:1]12[CH2:7][CH:6]1[CH2:5][CH2:4][CH2:3][CH2:2]2)#[CH:10]. Given the reactants [C:1]12([CH:8]=O)[CH2:7][CH:6]1[CH2:5][CH2:4][CH2:3][CH2:2]2.[CH3:10]/C(/[O-])=C(/P(OC)(OC)=O)\[N+]#N.C(=O)([O-])[O-].[K+].[K+].CCOCC, predict the reaction product. (3) Given the reactants C(NC(C)C)(C)C.[Li]CCCC.[C:13]([O:18][CH2:19][CH3:20])(=[O:17])[CH:14]([CH3:16])[CH3:15].[I:21][C:22]1[CH:23]=[C:24]2[C:40]([C:41]([NH:43][CH3:44])=[O:42])=[C:39]([C:45]3[CH:50]=[CH:49][C:48]([CH3:51])=[CH:47][CH:46]=3)[O:38][C:25]2=[N:26][C:27]=1[N:28]([CH2:33][CH2:34][CH2:35][CH:36]=[O:37])[S:29]([CH3:32])(=[O:31])=[O:30], predict the reaction product. The product is: [OH:37][CH:36]([CH2:35][CH2:34][CH2:33][N:28]([C:27]1[N:26]=[C:25]2[O:38][C:39]([C:45]3[CH:50]=[CH:49][C:48]([CH3:51])=[CH:47][CH:46]=3)=[C:40]([C:41](=[O:42])[NH:43][CH3:44])[C:24]2=[CH:23][C:22]=1[I:21])[S:29]([CH3:32])(=[O:31])=[O:30])[C:14]([CH3:16])([CH3:15])[C:13]([O:18][CH2:19][CH3:20])=[O:17]. (4) Given the reactants [N:1]1([C:6]2[CH:31]=[CH:30][C:9]3[N:10]([C:13]4[CH:14]=[C:15]([NH:26]C(=O)C)[CH:16]=[C:17]([C:19]5[CH:24]=[CH:23][C:22]([F:25])=[CH:21][CH:20]=5)[CH:18]=4)[CH:11]=[N:12][C:8]=3[CH:7]=2)[CH:5]=[CH:4][CH:3]=[N:2]1.[OH-].[Na+], predict the reaction product. The product is: [N:1]1([C:6]2[CH:31]=[CH:30][C:9]3[N:10]([C:13]4[CH:14]=[C:15]([NH2:26])[CH:16]=[C:17]([C:19]5[CH:20]=[CH:21][C:22]([F:25])=[CH:23][CH:24]=5)[CH:18]=4)[CH:11]=[N:12][C:8]=3[CH:7]=2)[CH:5]=[CH:4][CH:3]=[N:2]1. (5) The product is: [C@@H:20]1([C:50]2[CH:55]=[CH:54][C:53]([Cl:56])=[C:52]([CH2:57][C:58]3[S:59][C:60]([C:63]4[N:64]=[CH:65][CH:66]=[CH:67][N:68]=4)=[CH:61][CH:62]=3)[CH:51]=2)[O:21][C@H:22]([CH2:41][OH:42])[C@@H:23]([OH:33])[C@H:24]([OH:25])[C@H:19]1[OH:18]. Given the reactants O1[C@H](CO)[C@@H](O)[C@H](O)C=C1.C([O:18][C@@H:19]1[C@@H:24]([O:25]CC2C=CC=CC=2)[C@H:23]([O:33]CC2C=CC=CC=2)[C@@H:22]([CH2:41][O:42]CC2C=CC=CC=2)[O:21][C@H:20]1[C:50]1[CH:55]=[CH:54][C:53]([Cl:56])=[C:52]([CH2:57][C:58]2[S:59][C:60]([C:63]3[N:68]=[CH:67][CH:66]=[CH:65][N:64]=3)=[CH:61][CH:62]=2)[CH:51]=1)C1C=CC=CC=1.B(F)(F)F.C(=O)([O-])O.[Na+].S([O-])([O-])(=O)=S.[Na+].[Na+], predict the reaction product. (6) Given the reactants O1[C:5]2([CH2:10][CH2:9][CH:8]([N:11]3[C:16](=[O:17])[C:15]([CH2:18][C:19]4[CH:24]=[CH:23][C:22]([C:25]5[C:26]([C:31]#[N:32])=[CH:27][CH:28]=[CH:29][CH:30]=5)=[CH:21][C:20]=4[O:33][CH3:34])=[C:14]([CH2:35][CH2:36][CH3:37])[N:13]4[N:38]=[CH:39][CH:40]=[C:12]34)[CH2:7][CH2:6]2)[O:4]CC1.Cl.[OH-].[Na+], predict the reaction product. The product is: [OH:4][C@H:5]1[CH2:6][CH2:7][C@H:8]([N:11]2[C:16](=[O:17])[C:15]([CH2:18][C:19]3[CH:24]=[CH:23][C:22]([C:25]4[C:26]([C:31]#[N:32])=[CH:27][CH:28]=[CH:29][CH:30]=4)=[CH:21][C:20]=3[O:33][CH3:34])=[C:14]([CH2:35][CH2:36][CH3:37])[N:13]3[N:38]=[CH:39][CH:40]=[C:12]23)[CH2:9][CH2:10]1. (7) Given the reactants [CH:1]1([O:6][C:7](=[O:48])[C@@H:8]([NH:40]C(OC(C)(C)C)=O)[CH2:9][CH2:10][O:11][C:12]2[CH:21]=[C:20]3[C:15]([C:16]([O:22][C:23]4[CH:28]=[CH:27][C:26]([CH2:29][C:30](=[O:37])[C:31]5[CH:36]=[CH:35][CH:34]=[CH:33][CH:32]=5)=[CH:25][CH:24]=4)=[CH:17][CH:18]=[N:19]3)=[CH:14][C:13]=2[O:38][CH3:39])[CH2:5][CH2:4][CH2:3][CH2:2]1, predict the reaction product. The product is: [CH:1]1([O:6][C:7](=[O:48])[C@@H:8]([NH2:40])[CH2:9][CH2:10][O:11][C:12]2[CH:21]=[C:20]3[C:15]([C:16]([O:22][C:23]4[CH:24]=[CH:25][C:26]([CH2:29][C:30](=[O:37])[C:31]5[CH:36]=[CH:35][CH:34]=[CH:33][CH:32]=5)=[CH:27][CH:28]=4)=[CH:17][CH:18]=[N:19]3)=[CH:14][C:13]=2[O:38][CH3:39])[CH2:5][CH2:4][CH2:3][CH2:2]1. (8) The product is: [C:36]([CH2:37][CH2:38][NH:39][C:28](=[O:29])[CH2:27][CH2:26][CH2:25][S:24][C:7]1[N:8]([C:12]2[CH:13]=[CH:14][C:15]([O:18][CH2:19][C:20]([F:21])([F:22])[F:23])=[CH:16][CH:17]=2)[C:9](=[O:11])[C:10]2[N:2]([CH3:1])[CH:3]=[CH:4][C:5]=2[N:6]=1)#[N:35]. Given the reactants [CH3:1][N:2]1[C:10]2[C:9](=[O:11])[N:8]([C:12]3[CH:17]=[CH:16][C:15]([O:18][CH2:19][C:20]([F:23])([F:22])[F:21])=[CH:14][CH:13]=3)[C:7]([S:24][CH2:25][CH2:26][CH2:27][C:28](OC(C)(C)C)=[O:29])=[N:6][C:5]=2[CH:4]=[CH:3]1.[NH2:35][CH2:36][CH2:37][C:38]#[N:39].Cl.C(N=C=NCCCN(C)C)C.ON1C2C=CC=CC=2N=N1, predict the reaction product. (9) Given the reactants FC(F)(F)S(OC1C=CC=CC=1CC1CCC2C(=CC=C(OC)C=2)C1)(=O)=O.C(N)C1C=CC=CC=1.[CH2:36]([NH:43][C:44]1[CH:49]=[CH:48][CH:47]=[CH:46][C:45]=1[CH2:50][CH:51]1[CH2:60][CH2:59][C:58]2[C:53](=[CH:54][CH:55]=[C:56]([O:61]C)[CH:57]=2)[CH2:52]1)[C:37]1[CH:42]=[CH:41][CH:40]=[CH:39][CH:38]=1, predict the reaction product. The product is: [CH2:36]([NH:43][C:44]1[CH:49]=[CH:48][CH:47]=[CH:46][C:45]=1[CH2:50][CH:51]1[CH2:60][CH2:59][C:58]2[CH:57]=[C:56]([OH:61])[CH:55]=[CH:54][C:53]=2[CH2:52]1)[C:37]1[CH:38]=[CH:39][CH:40]=[CH:41][CH:42]=1.